Dataset: Catalyst prediction with 721,799 reactions and 888 catalyst types from USPTO. Task: Predict which catalyst facilitates the given reaction. Reactant: [CH3:1][N:2]([CH3:18])[CH2:3][C@H:4]([CH3:17])[C@@:5]([C:9]1[CH:14]=[CH:13][CH:12]=[C:11]([O:15][CH3:16])[CH:10]=1)([OH:8])[CH2:6][CH3:7].[P:19](=O)([OH:22])([OH:21])[OH:20]. Product: [P:19]([O:8][C@@:5]([C:9]1[CH:14]=[CH:13][CH:12]=[C:11]([O:15][CH3:16])[CH:10]=1)([CH2:6][CH3:7])[C@@H:4]([CH3:17])[CH2:3][N:2]([CH3:1])[CH3:18])([OH:22])([OH:21])=[O:20]. The catalyst class is: 8.